This data is from Drug-target binding data from BindingDB using IC50 measurements. The task is: Regression. Given a target protein amino acid sequence and a drug SMILES string, predict the binding affinity score between them. We predict pIC50 (pIC50 = -log10(IC50 in M); higher means more potent). Dataset: bindingdb_ic50. (1) The drug is CCCCCCCCCCCCCCCC(=O)N[C@@H](COP(=O)(O)O)CC(C)C. The target protein (P00592) has sequence MKFLVLAVLLTVGAAQEGISSRALWQFRSMIKCAIPGSHPLMDFNNYGCYCGLGGSGTPVDELDRCCETHDNCYRDAKNLDSCKFLVDNPYTESYSYSCSNTEITCNSKNNACEAFICNCDRNAAICFSKAPYNKEHKNLDTKKYC. The pIC50 is 5.0. (2) The small molecule is CCN(CC)Cc1cc(Nc2ccnc3cc(Cl)ccc23)ccc1O. The target protein sequence is MTLIENLNSDKTFLENNQYTDEGVKVYEFIFGENYISSGGLEATKKILSDIELNENSKVLDIGSGLGGGCMYINEKYGAHTHGIDICSNIVNMANERVSGNNKIIFEANDILTKEFPENNFDLIYSRDAILHLSLENKNKLFQKCYKWLKPTGTLLITDYCATEKENWDDEFKEYVKQRKYTLITVEEYADILTACNFKNVVSKDLSDYWNQLLEVEHKYLHENKEEFLKLFSEKKFISLDDGWSRKIKDSKRKMQRWGYFKATKN. The pIC50 is 2.9. (3) The drug is O=C(Nc1ccccc1)C1=CSC2CC(=O)N12. The target protein (P00803) has sequence MANMFALILVIATLVTGILWCVDKFFFAPKRRERQAAAQAAAGDSLDKATLKKVAPKPGWLETGASVFPVLAIVLIVRSFIYEPFQIPSGSMMPTLLIGDFILVEKFAYGIKDPIYQKTLIETGHPKRGDIVVFKYPEDPKLDYIKRAVGLPGDKVTYDPVSKELTIQPGCSSGQACENALPVTYSNVEPSDFVQTFSRRNGGEATSGFFEVPKNETKENGIRLSERKETLGDVTHRILTVPIAQDQVGMYYQQPGQQLATWIVPPGQYFMMGDNRDNSADSRYWGFVPEANLVGRATAIWMSFDKQEGEWPTGLRLSRIGGIH. The pIC50 is 4.2. (4) The compound is Oc1cc(O)c2c(c1)OC(c1ccc(O)c(O)c1)C(O)C2c1c(O)cc(O)c2c1CC(c1ccc(O)c(O)c1)C(O)C2. The target protein (P02866) has sequence MAISKKSSLFLPIFTFITMFLMVVNKVSSSTHETNALHFMFNQFSKDQKDLILQGDATTGTDGNLELTRVSSNGSPQGSSVGRALFYAPVHIWESSAVVASFEATFTFLIKSPDSHPADGIAFFISNIDSSIPSGSTGRLLGLFPDANVIRNSTTIDFNAAYNADTIVAVELDTYPNTDIGDPSYPHIGIDIKSVRSKKTAKWNMQNGKVGTAHIIYNSVDKRLSAVVSYPNADSATVSYDVDLDNVLPEWVRVGLSASTGLYKETNTILSWSFTSKLKSNEIPDIATVV. The pIC50 is 3.3. (5) The compound is Cc1onc(-c2ccccc2)c1C(=O)N[C@@H]1C(=O)N2[C@@H](C(=O)O)C(C)(C)S[C@H]12. The target protein sequence is MKKIKIVPLILIVVVVGFGIYFYASKDKEINNTIDAIEDKNFKQVYKDSSYISKSDNGEVEMTERPIKIYNSLGVKDINIQDRKIKKVSKNKKRVDAQYKIKTNYGNIDRNVQFNFVKEDGMWKLDWDHSVIIPGMQKDQSIHIENLKSERGKILDRNNVELANTGTAYEIGIVPKNVSKKDYKAIAKELSISEDYIKQQMDQNWVQDDTFVPLKTVKKMDEYLSDFAKKFHLTTNETESRNYPLGKATSHLLGYVGPINSEELKQKEYKGYKDDAVIGKKGLEKLYDKKLQHEDGYRVTIVDDNSNTIAHTLIEKKKKDGKDIQLTIDAKVQKSIYNNMKNDYGSGTAIHPQTGELLALVSTPSYDVYPFMYGMSNEEYNKLTEDKKEPLLNKFQITTSPGSTQKILTAMIGLNNKTLDDKTSYKIDGKGWQKDKSWGGYNVTRYEVVNGNIDLKQAIESSDNIFFARVALELGSKKFEKGMKKLGVGEDIPSDYPFYN.... The pIC50 is 3.1.